This data is from Peptide-MHC class I binding affinity with 185,985 pairs from IEDB/IMGT. The task is: Regression. Given a peptide amino acid sequence and an MHC pseudo amino acid sequence, predict their binding affinity value. This is MHC class I binding data. (1) The peptide sequence is ITPDNFSQIIK. The MHC is H-2-Kb with pseudo-sequence H-2-Kb. The binding affinity (normalized) is 0. (2) The peptide sequence is IDFLIMRNL. The MHC is HLA-B40:02 with pseudo-sequence HLA-B40:02. The binding affinity (normalized) is 0.500. (3) The peptide sequence is LLLCLIFLLV. The MHC is Patr-A0701 with pseudo-sequence Patr-A0701. The binding affinity (normalized) is 0.834. (4) The peptide sequence is GLEWNDNTV. The MHC is HLA-A02:01 with pseudo-sequence HLA-A02:01. The binding affinity (normalized) is 0.367. (5) The binding affinity (normalized) is 0.330. The peptide sequence is EFSRSILWDY. The MHC is HLA-A30:01 with pseudo-sequence HLA-A30:01.